Dataset: Reaction yield outcomes from USPTO patents with 853,638 reactions. Task: Predict the reaction yield, written as a fraction of the theoretical maximum amount of product (1.0 means a 100% yield; for example, 0.34 means a 34% yield). (1) The reactants are B(F)(F)F.CCOCC.[CH3:10][O:11]/[CH:12]=[CH:13]/[C:14]([O:16][Si](C)(C)C)=[CH2:15].[C:21]1([CH:27]([C:30]2[CH:35]=[CH:34][CH:33]=[CH:32][CH:31]=2)C=O)[CH:26]=[CH:25][CH:24]=[CH:23][CH:22]=1. The catalyst is CCOCC. The product is [CH:27]([CH:10]1[CH2:15][C:14](=[O:16])[CH:13]=[CH:12][O:11]1)([C:21]1[CH:26]=[CH:25][CH:24]=[CH:23][CH:22]=1)[C:30]1[CH:35]=[CH:34][CH:33]=[CH:32][CH:31]=1. The yield is 0.802. (2) The reactants are [CH3:1][O:2][C:3]1[CH:8]=[CH:7][CH:6]=[C:5]([O:9][CH3:10])[CH:4]=1.[Li][CH2:12][CH2:13][CH2:14][CH3:15].Cl[CH:17]([PH2:19])Cl.[CH3:20][OH:21].[CH2:22]([O:24][CH2:25]C)[CH3:23]. The catalyst is CN(C)CCN(C)C. The product is [CH3:1][O:2][C:3]1[CH:8]=[CH:7][CH:6]=[C:5]([O:9][CH3:10])[C:4]=1[P:19]([C:15]1[C:22]([O:24][CH3:25])=[CH:23][CH:12]=[CH:13][C:14]=1[O:21][CH3:20])[CH3:17]. The yield is 0.480. (3) The reactants are CCN=C=NCCCN(C)C.[CH3:12][C:13]1[CH:18]=[CH:17][C:16]([C:19]2[CH:24]=[C:23]([N+:25]([O-:27])=[O:26])[CH:22]=[C:21]([C:28]([OH:30])=O)[CH:20]=2)=[CH:15][CH:14]=1.C1C=[CH:33][C:34]2[N:39](O)N=N[C:35]=2C=1.CN1[C:46](=[O:47])CCC1. The catalyst is C(Cl)Cl.CN(C=O)C. The product is [CH3:46][O:47][CH2:33][CH:34]([NH:39][C:28]([C:21]1[CH:20]=[C:19]([C:16]2[CH:15]=[CH:14][C:13]([CH3:12])=[CH:18][CH:17]=2)[CH:24]=[C:23]([N+:25]([O-:27])=[O:26])[CH:22]=1)=[O:30])[CH3:35]. The yield is 0.835. (4) The reactants are [CH3:1][O:2][C:3]1[CH:8]=[CH:7][C:6]([NH:9][C:10](=[O:12])[O-])=[CH:5][C:4]=1[C:13]([F:16])([F:15])[F:14].[CH3:17][O:18][C:19]1[CH:20]=[C:21]2[C:26](=[CH:27][C:28]=1[O:29][CH2:30][CH2:31][O:32][CH3:33])[N:25]=[CH:24][N:23]=[C:22]2[O:34][C:35]1[CH:36]=[C:37]([CH:39]=[CH:40][CH:41]=1)[NH2:38].C(N(C(C)C)CC)(C)C. The catalyst is CN(C1C=CN=CC=1)C. The product is [CH3:1][O:2][C:3]1[CH:8]=[CH:7][C:6]([NH:9][C:10]([NH:38][C:37]2[CH:39]=[CH:40][CH:41]=[C:35]([O:34][C:22]3[C:21]4[C:26](=[CH:27][C:28]([O:29][CH2:30][CH2:31][O:32][CH3:33])=[C:19]([O:18][CH3:17])[CH:20]=4)[N:25]=[CH:24][N:23]=3)[CH:36]=2)=[O:12])=[CH:5][C:4]=1[C:13]([F:16])([F:15])[F:14]. The yield is 0.100. (5) The reactants are C=O.[CH3:3][C:4]1([CH3:51])[O:8][C@@H:7]2[C@@H:9]([CH2:22][NH:23][CH2:24][CH:25]3[CH2:28][CH:27]([CH2:29][C:30]4[N:34]([CH2:35][O:36][CH2:37][CH2:38][Si:39]([CH3:42])([CH3:41])[CH3:40])[C:33]5[CH:43]=[CH:44][C:45]([C:47]([F:50])([F:49])[F:48])=[CH:46][C:32]=5[N:31]=4)[CH2:26]3)[CH2:10][C@@H:11]([N:12]3[C:16]4[N:17]=[CH:18][N:19]=[C:20]([NH2:21])[C:15]=4[CH:14]=[CH:13]3)[C@@H:6]2[O:5]1.[BH3-][C:53]#N.[Na+]. The catalyst is CO.C1COCC1. The product is [CH3:3][C:4]1([CH3:51])[O:8][C@@H:7]2[C@@H:9]([CH2:22][N:23]([CH3:53])[CH2:24][CH:25]3[CH2:26][CH:27]([CH2:29][C:30]4[N:34]([CH2:35][O:36][CH2:37][CH2:38][Si:39]([CH3:40])([CH3:41])[CH3:42])[C:33]5[CH:43]=[CH:44][C:45]([C:47]([F:50])([F:48])[F:49])=[CH:46][C:32]=5[N:31]=4)[CH2:28]3)[CH2:10][C@@H:11]([N:12]3[C:16]4[N:17]=[CH:18][N:19]=[C:20]([NH2:21])[C:15]=4[CH:14]=[CH:13]3)[C@@H:6]2[O:5]1. The yield is 0.660. (6) The reactants are [O:1]1[CH2:6][CH2:5][CH:4]([CH2:7][CH2:8][CH:9]=[O:10])[CH2:3][CH2:2]1.[N:11]([C:23]([O:25][CH2:26][C:27]1[CH:32]=[CH:31][CH:30]=[CH:29][CH:28]=1)=[O:24])=[N:12][C:13]([O:15][CH2:16][C:17]1[CH:22]=[CH:21][CH:20]=[CH:19][CH:18]=1)=[O:14].C1CN[C@@H](C(O)=O)C1.[BH4-].[Na+]. The catalyst is CC#N.C(O)C. The product is [OH:10][CH2:9][C@@H:8]([N:11]([C:23]([O:25][CH2:26][C:27]1[CH:32]=[CH:31][CH:30]=[CH:29][CH:28]=1)=[O:24])[NH:12][C:13]([O:15][CH2:16][C:17]1[CH:22]=[CH:21][CH:20]=[CH:19][CH:18]=1)=[O:14])[CH2:7][CH:4]1[CH2:5][CH2:6][O:1][CH2:2][CH2:3]1. The yield is 0.890. (7) The reactants are [Cl:1][C:2]1[C:3]([O:12][C:13]2[CH:18]=[C:17]([O:19][CH2:20][CH2:21][O:22][CH3:23])[CH:16]=[CH:15][C:14]=2[CH:24]([CH3:29])[CH2:25][C:26](O)=[O:27])=[N:4][CH:5]=[C:6]([C:8]([F:11])([F:10])[F:9])[CH:7]=1.[CH3:30][O:31][CH2:32][CH2:33][CH2:34][S:35]([NH2:38])(=[O:37])=[O:36].N12CCCN=C1CCCCC2. The catalyst is O1CCCC1. The product is [Cl:1][C:2]1[C:3]([O:12][C:13]2[CH:18]=[C:17]([O:19][CH2:20][CH2:21][O:22][CH3:23])[CH:16]=[CH:15][C:14]=2[CH:24]([CH3:29])[CH2:25][C:26]([NH:38][S:35]([CH2:34][CH2:33][CH2:32][O:31][CH3:30])(=[O:37])=[O:36])=[O:27])=[N:4][CH:5]=[C:6]([C:8]([F:10])([F:11])[F:9])[CH:7]=1. The yield is 0.490. (8) The reactants are C[O:2][C:3](=[O:24])[C:4]1[CH:9]=[C:8]([C:10]2[S:11][CH:12]=[C:13]([C:15]3[CH:20]=[CH:19][C:18]([Cl:21])=[C:17]([Cl:22])[CH:16]=3)[N:14]=2)[CH:7]=[CH:6][C:5]=1Br.[CH3:25][C:26]1[C:27](B(O)O)=[CH:28][S:29][CH:30]=1. No catalyst specified. The product is [Cl:22][C:17]1[CH:16]=[C:15]([C:13]2[N:14]=[C:10]([C:8]3[CH:7]=[CH:6][C:5]([C:27]4[C:26]([CH3:25])=[CH:30][S:29][CH:28]=4)=[C:4]([CH:9]=3)[C:3]([OH:2])=[O:24])[S:11][CH:12]=2)[CH:20]=[CH:19][C:18]=1[Cl:21]. The yield is 0.550.